This data is from Reaction yield outcomes from USPTO patents with 853,638 reactions. The task is: Predict the reaction yield, written as a fraction of the theoretical maximum amount of product (1.0 means a 100% yield; for example, 0.34 means a 34% yield). The reactants are Cl[C:2]1[CH:7]=[N:6][NH:5][C:4](=[O:8])[CH:3]=1.B1(B2OC(C)(C)C(C)(C)O2)OC(C)(C)C(C)(C)O1.C([O-])(=O)C.[K+].Cl[C:33]1[C:38]([C:39]([F:42])([F:41])[F:40])=[CH:37][CH:36]=[CH:35][N:34]=1.C(=O)([O-])[O-].[Na+].[Na+]. The catalyst is O1CCOCC1.C1(P([Pd](Cl)(Cl)(P(C2C=CC=CC=2)C2C=CC=CC=2)[C-]2C=CC=C2)C2C=CC=CC=2)C=CC=CC=1.[CH-]1C=CC=C1.[Fe+2]. The product is [F:40][C:39]([F:42])([F:41])[C:38]1[C:33]([C:2]2[CH:7]=[N:6][NH:5][C:4](=[O:8])[CH:3]=2)=[N:34][CH:35]=[CH:36][CH:37]=1. The yield is 0.320.